Predict which catalyst facilitates the given reaction. From a dataset of Catalyst prediction with 721,799 reactions and 888 catalyst types from USPTO. (1) Reactant: [Cl:1][C:2]1[CH:10]=[CH:9][C:8]2[NH:7][C:6]3[CH2:11][CH2:12][N:13]([C:16]([O:18][C:19]([CH3:22])([CH3:21])[CH3:20])=[O:17])[CH2:14][CH2:15][C:5]=3[C:4]=2[C:3]=1[Cl:23].[H-].[Na+].Br[CH2:27][C:28]([O:30][CH2:31][CH3:32])=[O:29]. Product: [Cl:1][C:2]1[CH:10]=[CH:9][C:8]2[N:7]([CH2:27][C:28]([O:30][CH2:31][CH3:32])=[O:29])[C:6]3[CH2:11][CH2:12][N:13]([C:16]([O:18][C:19]([CH3:20])([CH3:22])[CH3:21])=[O:17])[CH2:14][CH2:15][C:5]=3[C:4]=2[C:3]=1[Cl:23]. The catalyst class is: 3. (2) Reactant: [C:1]([C:5]1[O:9][N:8]=[C:7]([NH2:10])[CH:6]=1)([CH3:4])([CH3:3])[CH3:2].C(=O)(O[N:21]1[C:25](=[O:26])[CH2:24][CH2:23][C:22]1=O)O[N:21]1[C:22](=O)[CH2:23][CH2:24][C:25]1=[O:26].[C:29]([C:31]1[CH:32]=C(C=C[CH:37]=1)N)#[CH:30]. Product: [CH3:7][CH2:6][CH2:5][CH:1]([CH3:3])[CH3:2].[C:1]([C:5]1[O:9][N:8]=[C:7]([NH:10][C:25]([NH:21][C:22]2[CH:23]=[CH:24][CH:32]=[C:31]([C:29]#[CH:30])[CH:37]=2)=[O:26])[CH:6]=1)([CH3:4])([CH3:3])[CH3:2]. The catalyst class is: 23. (3) Reactant: [O:1]1[CH2:6][CH2:5][CH2:4][CH2:3][CH:2]1[O:7][C:8]1[CH:9]=[C:10]([CH:15]=[C:16]([O:18][CH:19]2[CH2:24][CH2:23][CH2:22][CH2:21][O:20]2)[CH:17]=1)[C:11]([O:13]C)=[O:12].[OH-].[Na+].Cl. Product: [O:1]1[CH2:6][CH2:5][CH2:4][CH2:3][CH:2]1[O:7][C:8]1[CH:9]=[C:10]([CH:15]=[C:16]([O:18][CH:19]2[CH2:24][CH2:23][CH2:22][CH2:21][O:20]2)[CH:17]=1)[C:11]([OH:13])=[O:12]. The catalyst class is: 20. (4) Reactant: [CH2:1]([NH2:8])[C:2]1[CH:7]=[CH:6][CH:5]=[CH:4][CH:3]=1.Cl[C:10]1[C:19](=[O:20])[C:18]2[C:13](=[CH:14][CH:15]=[CH:16][CH:17]=2)[C:12](=[O:21])[C:11]=1[N:22]([CH2:26][CH2:27][O:28][CH3:29])[C:23](=[O:25])[CH3:24].C(OCC)(=O)C. The catalyst class is: 48. Product: [CH2:1]([NH:8][C:10]1[C:19](=[O:20])[C:18]2[C:13](=[CH:14][CH:15]=[CH:16][CH:17]=2)[C:12](=[O:21])[C:11]=1[N:22]([CH2:26][CH2:27][O:28][CH3:29])[C:23](=[O:25])[CH3:24])[C:2]1[CH:7]=[CH:6][CH:5]=[CH:4][CH:3]=1. (5) Reactant: [Br:1][C:2]1[C:3](Cl)=[N:4][C:5]([Cl:8])=[N:6][CH:7]=1.CCN(C(C)C)C(C)C.[C:19]([O:23][C:24]([NH:26][CH2:27][CH2:28][NH2:29])=[O:25])([CH3:22])([CH3:21])[CH3:20]. Product: [Br:1][C:2]1[C:3]([NH:29][CH2:28][CH2:27][NH:26][C:24](=[O:25])[O:23][C:19]([CH3:21])([CH3:20])[CH3:22])=[N:4][C:5]([Cl:8])=[N:6][CH:7]=1. The catalyst class is: 8. (6) Reactant: [NH2:1][C:2]1[N:10]=[C:9]([Cl:11])[CH:8]=[CH:7][C:3]=1[C:4]([OH:6])=O.Cl.[C:13]1([CH2:19][O:20][C:21]2[CH:26]=[CH:25][C:24]([CH2:27][NH2:28])=[CH:23][CH:22]=2)[CH:18]=[CH:17][CH:16]=[CH:15][CH:14]=1.CN([P+](ON1N=NC2C=CC=CC1=2)(N(C)C)N(C)C)C.F[P-](F)(F)(F)(F)F.C(N(CC)CC)C. Product: [NH2:1][C:2]1[N:10]=[C:9]([Cl:11])[CH:8]=[CH:7][C:3]=1[C:4]([NH:28][CH2:27][C:24]1[CH:25]=[CH:26][C:21]([O:20][CH2:19][C:13]2[CH:18]=[CH:17][CH:16]=[CH:15][CH:14]=2)=[CH:22][CH:23]=1)=[O:6]. The catalyst class is: 42. (7) Reactant: [C:1]([N:4]1[CH2:9][CH2:8][N:7](C(OC(C)(C)C)=O)[CH2:6][CH2:5]1)(=[O:3])[NH2:2].[F:17][C:18]([F:23])([F:22])[C:19]([OH:21])=[O:20]. Product: [F:17][C:18]([F:23])([F:22])[C:19]([OH:21])=[O:20].[N:4]1([C:1]([NH2:2])=[O:3])[CH2:9][CH2:8][NH:7][CH2:6][CH2:5]1. The catalyst class is: 4. (8) Reactant: [F:1][C:2]1[CH:9]=[CH:8][C:7]([F:10])=[CH:6][C:3]=1[CH:4]=[O:5].[CH3:11][O:12][C:13]1[CH:18]=[CH:17][C:16]([N:19]2[CH:23]=[CH:22][N:21]=[CH:20]2)=[CH:15][CH:14]=1.[C:24](O[C:24]([O:26][C:27]([CH3:30])([CH3:29])[CH3:28])=[O:25])([O:26][C:27]([CH3:30])([CH3:29])[CH3:28])=[O:25]. The catalyst class is: 10. Product: [C:27]([O:26][C:24]([O:5][CH:4]([C:3]1[CH:6]=[C:7]([F:10])[CH:8]=[CH:9][C:2]=1[F:1])[C:20]1[N:19]([C:16]2[CH:17]=[CH:18][C:13]([O:12][CH3:11])=[CH:14][CH:15]=2)[CH:23]=[CH:22][N:21]=1)=[O:25])([CH3:30])([CH3:29])[CH3:28].